Dataset: Full USPTO retrosynthesis dataset with 1.9M reactions from patents (1976-2016). Task: Predict the reactants needed to synthesize the given product. (1) Given the product [NH2:12][C:11]1[CH:10]=[C:9]2[C:5]([CH2:6][NH:7][C:8]2=[O:15])=[CH:4][C:3]=1[O:2][CH3:1], predict the reactants needed to synthesize it. The reactants are: [CH3:1][O:2][C:3]1[CH:4]=[C:5]2[C:9](=[CH:10][C:11]=1[N+:12]([O-])=O)[C:8](=[O:15])[NH:7][CH2:6]2.C(OC1C=CC(C(N)=O)=CC=1[N+]([O-])=O)(C)C.C(OC1C=CC(C(N)=O)=CC=1N=C=S)(C)C. (2) Given the product [CH2:1]([O:3][C:4]([C:6]1[S:10][C:9]([N:11]2[C:15]3[CH:16]=[C:17]([CH2:20][CH2:21][CH2:22][CH2:23][OH:24])[CH:18]=[CH:19][C:14]=3[N:13]=[CH:12]2)=[N:8][C:7]=1[C:32]1[CH:37]=[CH:36][CH:35]=[C:34]([Cl:38])[CH:33]=1)=[O:5])[CH3:2], predict the reactants needed to synthesize it. The reactants are: [CH2:1]([O:3][C:4]([C:6]1[S:10][C:9]([N:11]2[C:15]3[CH:16]=[C:17]([CH2:20][CH2:21][CH2:22][CH2:23][O:24]CC4C=CC=CC=4)[CH:18]=[CH:19][C:14]=3[N:13]=[CH:12]2)=[N:8][C:7]=1[C:32]1[CH:37]=[CH:36][CH:35]=[C:34]([Cl:38])[CH:33]=1)=[O:5])[CH3:2]. (3) The reactants are: [CH3:1][C:2]([Si:5]([CH3:30])([CH3:29])[O:6][CH2:7][CH:8]1[NH:13][CH2:12][CH2:11][N:10]([CH2:14][CH2:15][C:16]2[C:17]([F:28])=[CH:18][N:19]=[C:20]3[C:25]=2[N:24]=[C:23]([O:26][CH3:27])[CH:22]=[CH:21]3)[CH2:9]1)([CH3:4])[CH3:3].CC1C=CC(S(N([N:43]=[O:44])C)(=O)=O)=CC=1. Given the product [CH3:4][C:2]([Si:5]([CH3:29])([CH3:30])[O:6][CH2:7][CH:8]1[N:13]([N:43]=[O:44])[CH2:12][CH2:11][N:10]([CH2:14][CH2:15][C:16]2[C:17]([F:28])=[CH:18][N:19]=[C:20]3[C:25]=2[N:24]=[C:23]([O:26][CH3:27])[CH:22]=[CH:21]3)[CH2:9]1)([CH3:1])[CH3:3], predict the reactants needed to synthesize it. (4) Given the product [C:43]([C:46]1[C:47]([O:32][CH2:33][CH2:34][NH:35][C:36](=[O:42])[O:37][C:38]([CH3:39])([CH3:41])[CH3:40])=[C:48]([I:55])[C:49]([C:50]#[N:51])=[C:52]([Cl:54])[CH:53]=1)(=[O:45])[CH3:44], predict the reactants needed to synthesize it. The reactants are: N(C(OCC)=O)=NC(OCC)=O.C1(P(C2C=CC=CC=2)C2C=CC=CC=2)C=CC=CC=1.[OH:32][CH2:33][CH2:34][NH:35][C:36](=[O:42])[O:37][C:38]([CH3:41])([CH3:40])[CH3:39].[C:43]([C:46]1[CH:53]=[C:52]([Cl:54])[C:49]([C:50]#[N:51])=[C:48]([I:55])[C:47]=1O)(=[O:45])[CH3:44]. (5) Given the product [CH3:49][S:50]([OH:53])(=[O:52])=[O:51].[CH3:49][S:50]([OH:53])(=[O:52])=[O:51].[CH3:1][O:2][CH2:3][CH2:4][O:5][C:6]1[C:7]([O:47][CH3:48])=[CH:8][C:9]([C:14]2[CH:19]=[CH:18][C:17]([N:20]([CH3:46])[CH2:21][CH2:22][N:23]([C:25]3[CH:26]=[CH:27][C:28]([C:31]4[CH:36]=[C:35]([O:37][CH3:38])[C:34]([O:39][CH2:40][CH2:41][O:42][CH3:43])=[C:33]([O:44][CH3:45])[CH:32]=4)=[N:29][CH:30]=3)[CH3:24])=[CH:16][N:15]=2)=[CH:10][C:11]=1[O:12][CH3:13], predict the reactants needed to synthesize it. The reactants are: [CH3:1][O:2][CH2:3][CH2:4][O:5][C:6]1[C:11]([O:12][CH3:13])=[CH:10][C:9]([C:14]2[CH:19]=[CH:18][C:17]([N:20]([CH3:46])[CH2:21][CH2:22][N:23]([C:25]3[CH:26]=[CH:27][C:28]([C:31]4[CH:36]=[C:35]([O:37][CH3:38])[C:34]([O:39][CH2:40][CH2:41][O:42][CH3:43])=[C:33]([O:44][CH3:45])[CH:32]=4)=[N:29][CH:30]=3)[CH3:24])=[CH:16][N:15]=2)=[CH:8][C:7]=1[O:47][CH3:48].[CH3:49][S:50]([OH:53])(=[O:52])=[O:51].